This data is from Aqueous solubility values for 9,982 compounds from the AqSolDB database. The task is: Regression/Classification. Given a drug SMILES string, predict its absorption, distribution, metabolism, or excretion properties. Task type varies by dataset: regression for continuous measurements (e.g., permeability, clearance, half-life) or binary classification for categorical outcomes (e.g., BBB penetration, CYP inhibition). For this dataset (solubility_aqsoldb), we predict Y. (1) The drug is CCOCCOCCO. The Y is 0.872 log mol/L. (2) The drug is CSC. The Y is -0.931 log mol/L. (3) The drug is C=CC(=O)NC(C)(C)CC(C)(C)C. The Y is -2.26 log mol/L. (4) The drug is CN1C2CC(OC(=O)C(CO)c3ccccc3)CC1C1OC12. The Y is -1.24 log mol/L. (5) The compound is Nc1nc(N)nc(Cl)n1. The Y is -2.38 log mol/L. (6) The Y is -3.96 log mol/L. The compound is COc1cc2c(c3c1c(=O)c1cccnc1n3C)C=CC(C)(C)O2. (7) The drug is CC(C[N+](C)(C)C)OC(N)=O.[Cl-]. The Y is 0.502 log mol/L. (8) The Y is -6.97 log mol/L. The compound is CC(C)CCCCCCCOC(=O)CCCCCCCC(=O)OCCCCCCCC(C)C.